Predict which catalyst facilitates the given reaction. From a dataset of Catalyst prediction with 721,799 reactions and 888 catalyst types from USPTO. (1) The catalyst class is: 2. Product: [CH2:17]([N:14]1[CH2:15][CH2:16][CH:11]([NH:10][CH2:6][C:5]2[CH:8]=[CH:9][C:2]([Br:1])=[CH:3][CH:4]=2)[CH2:12][CH2:13]1)[C:18]1[CH:19]=[CH:20][CH:21]=[CH:22][CH:23]=1. Reactant: [Br:1][C:2]1[CH:9]=[CH:8][C:5]([CH:6]=O)=[CH:4][CH:3]=1.[NH2:10][CH:11]1[CH2:16][CH2:15][N:14]([CH2:17][C:18]2[CH:23]=[CH:22][CH:21]=[CH:20][CH:19]=2)[CH2:13][CH2:12]1.C(O[BH-](OC(=O)C)OC(=O)C)(=O)C.[Na+].C([O-])(O)=O.[Na+]. (2) Reactant: [Cl:1][C:2]1[CH:7]=[CH:6][C:5]([CH:8]2[C:17]3[C:12](=[CH:13][C:14]([C:18]4[N:19]=[N:20][C:21]([C:24]([F:27])([F:26])[F:25])=[CH:22][CH:23]=4)=[CH:15][CH:16]=3)[CH2:11][N:10](C)[CH2:9]2)=[CH:4][CH:3]=1.CN(C1C2C(N(C)C)=CC=CC=2C=CC=1)C.ClC(OC(Cl)C)=O. Product: [Cl:1][C:2]1[CH:7]=[CH:6][C:5]([CH:8]2[C:17]3[C:12](=[CH:13][C:14]([C:18]4[N:19]=[N:20][C:21]([C:24]([F:25])([F:26])[F:27])=[CH:22][CH:23]=4)=[CH:15][CH:16]=3)[CH2:11][NH:10][CH2:9]2)=[CH:4][CH:3]=1. The catalyst class is: 26. (3) Reactant: [C:1]([C:4]1[S:5][C:6]([Br:9])=[CH:7][CH:8]=1)(=[O:3])[CH3:2].[CH3:10][Mg]Br.C1(C)C=CC=CC=1.C1COCC1. Product: [Br:9][C:6]1[S:5][C:4]([C:1]([OH:3])([CH3:10])[CH3:2])=[CH:8][CH:7]=1. The catalyst class is: 1. (4) Reactant: [CH2:1]([N:3]([CH2:11][C:12]1[CH:13]=[N:14][CH:15]=[C:16]([C:19]2[CH:20]=[C:21]3[C:25](=[CH:26][CH:27]=2)[N:24]([CH:28]2[CH2:33][CH2:32][CH2:31][CH2:30][O:29]2)[N:23]=[C:22]3[C:34]2[NH:35][C:36]([C:39]([NH:41][CH2:42][C:43]3[CH:44]=[N:45][CH:46]=[CH:47][CH:48]=3)=[O:40])=[CH:37][N:38]=2)[C:17]=1[CH3:18])[C:4](=[O:10])[O:5][C:6]([CH3:9])([CH3:8])[CH3:7])[CH3:2].[C:49]([O:53][C:54](N(CC1C(C)=C(C2C=C3C(=CC=2)N(C2CCCCO2)N=C3C2NC(C(O)=O)=CN=2)C=NC=1)CC)=[O:55])([CH3:52])([CH3:51])[CH3:50].[CH:90](N(C(C)C)CC)(C)C.C(N[C@@]12N(C)[C@@H](CC1)CCC2)(OC(C)(C)C)=O.CN(C(ON1N=NC2C=CC=NC1=2)=[N+](C)C)C.F[P-](F)(F)(F)(F)F. Product: [C:6]([O:5][C:4]([N:3]([CH2:11][C:12]1[C:17]([CH3:18])=[C:16]([C:19]2[CH:20]=[C:21]3[C:25](=[CH:26][CH:27]=2)[N:24]([CH:28]2[CH2:33][CH2:32][CH2:31][CH2:30][O:29]2)[N:23]=[C:22]3[C:34]2[NH:35][C:36]([C:39]([NH:41][CH:42]3[CH2:90][CH:46]4[N:45]([C:54]([O:53][C:49]([CH3:52])([CH3:51])[CH3:50])=[O:55])[CH:44]([CH2:48][CH2:47]4)[CH2:43]3)=[O:40])=[CH:37][N:38]=2)[CH:15]=[N:14][CH:13]=1)[CH2:1][CH3:2])=[O:10])([CH3:9])([CH3:7])[CH3:8]. The catalyst class is: 2. (5) Reactant: [CH3:1][N:2]1[C:7](=[O:8])[CH:6]=[CH:5][C:4]([C:9](=O)[CH2:10][CH:11]([C:19]2[CH:27]=[CH:26][C:22]([C:23](O)=[O:24])=[CH:21][CH:20]=2)[C:12]2[CH:17]=[CH:16][CH:15]=[CH:14][C:13]=2[CH3:18])=[CH:3]1.[NH2:29][CH2:30][C@@H:31]([OH:33])[CH3:32].CN([P+]([O:44][N:45]1N=NC2C=CC=CC1=2)(N(C)C)N(C)C)C.F[P-](F)(F)(F)(F)F.Cl.NO.C([O-])(O)=O.[Na+]. Product: [OH:44]/[N:45]=[C:9](/[C:4]1[CH:5]=[CH:6][C:7](=[O:8])[N:2]([CH3:1])[CH:3]=1)\[CH2:10][CH:11]([C:19]1[CH:27]=[CH:26][C:22]([C:23]([NH:29][CH2:30][C@H:31]([OH:33])[CH3:32])=[O:24])=[CH:21][CH:20]=1)[C:12]1[CH:17]=[CH:16][CH:15]=[CH:14][C:13]=1[CH3:18]. The catalyst class is: 7. (6) Reactant: [Cl:1][C:2]1[CH:3]=[C:4]([N:8]2[C:12]3[N:13]=[C:14]([C:21]4[O:22][CH:23]=[CH:24][CH:25]=4)[CH:15]=[C:16]([C:17]([O:19]C)=[O:18])[C:11]=3[C:10]([CH3:26])=[N:9]2)[CH:5]=[CH:6][CH:7]=1.[OH-].[K+]. Product: [Cl:1][C:2]1[CH:3]=[C:4]([N:8]2[C:12]3[N:13]=[C:14]([C:21]4[O:22][CH:23]=[CH:24][CH:25]=4)[CH:15]=[C:16]([C:17]([OH:19])=[O:18])[C:11]=3[C:10]([CH3:26])=[N:9]2)[CH:5]=[CH:6][CH:7]=1. The catalyst class is: 378. (7) Reactant: Cl.[Cl:2][C:3]1[C:4]([C:15]([F:18])([F:17])[F:16])=[C:5]([N:9]2[CH2:14][CH2:13][NH:12][CH2:11][CH2:10]2)[CH:6]=[CH:7][CH:8]=1.[O:19]=[C:20]1[NH:29][C:28]2[N:27]=[C:26]([O:30][CH2:31][CH2:32][CH2:33][CH:34]=O)[CH:25]=[CH:24][C:23]=2[CH:22]=[CH:21]1.C(N(CC)CC)C.[BH-](OC(C)=O)(OC(C)=O)OC(C)=O.[Na+]. Product: [Cl:2][C:3]1[C:4]([C:15]([F:16])([F:17])[F:18])=[C:5]([N:9]2[CH2:14][CH2:13][N:12]([CH2:34][CH2:33][CH2:32][CH2:31][O:30][C:26]3[N:27]=[C:28]4[C:23]([CH:22]=[CH:21][C:20](=[O:19])[NH:29]4)=[CH:24][CH:25]=3)[CH2:11][CH2:10]2)[CH:6]=[CH:7][CH:8]=1. The catalyst class is: 2. (8) Reactant: [C:1]1([C:7]2[CH:11]=[N:10][C:9](=[O:12])[N:8]=2)[CH:6]=[CH:5][CH:4]=[CH:3][CH:2]=1.[H-].[Na+].Br[CH2:16][C:17]([O:19][C:20]([CH3:23])([CH3:22])[CH3:21])=[O:18]. Product: [NH4+:8].[OH-:12].[O:12]=[C:9]1[NH:8][C:7]([C:1]2[CH:2]=[CH:3][CH:4]=[CH:5][CH:6]=2)=[CH:11][N:10]1[CH2:16][C:17]([O:19][C:20]([CH3:23])([CH3:22])[CH3:21])=[O:18]. The catalyst class is: 6. (9) Product: [CH3:32][N:1]1[CH2:6][CH2:5][CH2:4][CH:3]([CH2:7][O:8][N:9]=[C:10]2[CH2:11][CH2:12][N:13]([S:16]([C:19]3[CH:20]=[CH:21][C:22]([O:25][C:26]([F:28])([F:29])[F:27])=[CH:23][CH:24]=3)(=[O:17])=[O:18])[CH2:14][CH2:15]2)[CH2:2]1. Reactant: [NH:1]1[CH2:6][CH2:5][CH2:4][CH:3]([CH2:7][O:8][N:9]=[C:10]2[CH2:15][CH2:14][N:13]([S:16]([C:19]3[CH:24]=[CH:23][C:22]([O:25][C:26]([F:29])([F:28])[F:27])=[CH:21][CH:20]=3)(=[O:18])=[O:17])[CH2:12][CH2:11]2)[CH2:2]1.C=O.[C:32](O[BH-](OC(=O)C)OC(=O)C)(=O)C.[Na+]. The catalyst class is: 7. (10) Reactant: CCN(C(C)C)C(C)C.[CH3:10][CH:11]([CH3:47])[CH2:12][C@H:13]([N:17]([CH2:39][O:40][C:41](=[O:46])[C:42]([CH3:45])([CH3:44])[CH3:43])[C:18](=[O:38])[C@@H:19]([NH:28][C:29](=[O:37])[CH2:30][N:31]1[CH2:36][CH2:35][O:34][CH2:33][CH2:32]1)[CH2:20][CH2:21][C:22]1[CH:27]=[CH:26][CH:25]=[CH:24][CH:23]=1)[C:14](O)=[O:15].[NH2:48][C@H:49]([C:57]([O:59][CH2:60][C:61]1[CH:66]=[CH:65][CH:64]=[CH:63][CH:62]=1)=[O:58])[CH2:50][C:51]1[CH:56]=[CH:55][CH:54]=[CH:53][CH:52]=1.CN(C(ON1N=NC2C=CC=NC1=2)=[N+](C)C)C.F[P-](F)(F)(F)(F)F. The catalyst class is: 34. Product: [CH3:10][CH:11]([CH3:47])[CH2:12][C@H:13]([N:17]([CH2:39][O:40][C:41](=[O:46])[C:42]([CH3:45])([CH3:44])[CH3:43])[C:18](=[O:38])[C@@H:19]([NH:28][C:29](=[O:37])[CH2:30][N:31]1[CH2:32][CH2:33][O:34][CH2:35][CH2:36]1)[CH2:20][CH2:21][C:22]1[CH:27]=[CH:26][CH:25]=[CH:24][CH:23]=1)[C:14]([NH:48][C@@H:49]([CH2:50][C:51]1[CH:56]=[CH:55][CH:54]=[CH:53][CH:52]=1)[C:57]([O:59][CH2:60][C:61]1[CH:66]=[CH:65][CH:64]=[CH:63][CH:62]=1)=[O:58])=[O:15].